Dataset: Peptide-MHC class II binding affinity with 134,281 pairs from IEDB. Task: Regression. Given a peptide amino acid sequence and an MHC pseudo amino acid sequence, predict their binding affinity value. This is MHC class II binding data. (1) The peptide sequence is NASHCNEMSWIQSIP. The MHC is DRB5_0101 with pseudo-sequence DRB5_0101. The binding affinity (normalized) is 0.185. (2) The peptide sequence is FAEIMKICSTIEELR. The MHC is DRB1_0901 with pseudo-sequence DRB1_0901. The binding affinity (normalized) is 0.474. (3) The MHC is HLA-DQA10501-DQB10302 with pseudo-sequence HLA-DQA10501-DQB10302. The binding affinity (normalized) is 0. The peptide sequence is KKPFALLLVLAGWLFHV. (4) The peptide sequence is VANPTNISKCFANNQ. The MHC is DRB1_0101 with pseudo-sequence DRB1_0101. The binding affinity (normalized) is 0.179. (5) The peptide sequence is GGSILKISNKYHTKG. The MHC is DRB1_0802 with pseudo-sequence DRB1_0802. The binding affinity (normalized) is 0.770. (6) The peptide sequence is KQELDEISTNIRQAG. The MHC is DRB1_0404 with pseudo-sequence DRB1_0404. The binding affinity (normalized) is 0.137. (7) The peptide sequence is EKKYFAATQFEPLEA. The MHC is HLA-DQA10401-DQB10402 with pseudo-sequence HLA-DQA10401-DQB10402. The binding affinity (normalized) is 0.555. (8) The peptide sequence is VLAGWLFHVRGARR. The MHC is DRB1_0401 with pseudo-sequence DRB1_0401. The binding affinity (normalized) is 0.167.